This data is from Reaction yield outcomes from USPTO patents with 853,638 reactions. The task is: Predict the reaction yield, written as a fraction of the theoretical maximum amount of product (1.0 means a 100% yield; for example, 0.34 means a 34% yield). (1) The reactants are [F:1][C:2]([F:14])([F:13])[C:3]1[N:8]=[N:7][CH:6]=[C:5]([C:9]([O:11]C)=[O:10])[CH:4]=1.[Li+].[OH-]. The catalyst is C1COCC1.O. The product is [F:14][C:2]([F:1])([F:13])[C:3]1[N:8]=[N:7][CH:6]=[C:5]([C:9]([OH:11])=[O:10])[CH:4]=1. The yield is 0.690. (2) The reactants are [CH2:1]([O:3][C:4]([CH:6]1[N:11]([S:12]([C:15]2[CH:20]=[CH:19][C:18]([O:21][CH2:22][C:23]#[C:24][CH3:25])=[CH:17][CH:16]=2)(=[O:14])=[O:13])[CH2:10][CH2:9][N:8](C(OC(C)(C)C)=O)[CH2:7]1)=[O:5])[CH3:2].FC(F)(F)C(O)=O. The product is [CH2:1]([O:3][C:4]([CH:6]1[CH2:7][NH:8][CH2:9][CH2:10][N:11]1[S:12]([C:15]1[CH:20]=[CH:19][C:18]([O:21][CH2:22][C:23]#[C:24][CH3:25])=[CH:17][CH:16]=1)(=[O:13])=[O:14])=[O:5])[CH3:2]. The catalyst is ClCCl. The yield is 0.880. (3) The reactants are [Cl:1][C:2]1[C:3]([O:30][C@H:31]2[CH2:35][CH2:34][CH2:33][C@@H:32]2[C:36]2[N:40](C3CCCCO3)[N:39]=[CH:38][CH:37]=2)=[CH:4][C:5]([F:29])=[C:6]([S:8]([N:11](CC2C=CC(OC)=CC=2OC)[C:12]2[CH:17]=[CH:16][N:15]=[CH:14][N:13]=2)(=[O:10])=[O:9])[CH:7]=1.C([SiH](CC)CC)C.FC(F)(F)C(O)=O. The catalyst is ClCCl. The product is [Cl:1][C:2]1[C:3]([O:30][C@H:31]2[CH2:35][CH2:34][CH2:33][C@@H:32]2[C:36]2[NH:40][N:39]=[CH:38][CH:37]=2)=[CH:4][C:5]([F:29])=[C:6]([S:8]([NH:11][C:12]2[CH:17]=[CH:16][N:15]=[CH:14][N:13]=2)(=[O:10])=[O:9])[CH:7]=1. The yield is 0.770. (4) The reactants are S(Cl)(Cl)=O.O1CCN(CC2C=CC(C(Cl)=O)=CC=2)CC1.[CH3:21][O:22][C:23]1[CH:24]=[C:25]2[C:30](=[CH:31][C:32]=1[O:33][CH3:34])[N:29]=[CH:28][CH:27]=[C:26]2[O:35][C:36]1[CH:42]=[CH:41][C:39]([NH2:40])=[CH:38][CH:37]=1.[O:43]1[CH2:48][CH2:47][N:46]([CH2:49][C:50]2[CH:55]=[CH:54][C:53]([C:56]([N:58]=[C:59]=[S:60])=[O:57])=[CH:52][CH:51]=2)[CH2:45][CH2:44]1. The catalyst is C1(C)C=CC=CC=1.C(O)C. The product is [CH3:21][O:22][C:23]1[CH:24]=[C:25]2[C:30](=[CH:31][C:32]=1[O:33][CH3:34])[N:29]=[CH:28][CH:27]=[C:26]2[O:35][C:36]1[CH:42]=[CH:41][C:39]([NH:40][C:59]([NH:58][C:56](=[O:57])[C:53]2[CH:52]=[CH:51][C:50]([CH2:49][N:46]3[CH2:45][CH2:44][O:43][CH2:48][CH2:47]3)=[CH:55][CH:54]=2)=[S:60])=[CH:38][CH:37]=1. The yield is 0.780. (5) The reactants are [O:1]1[C:5]2[CH:6]=[CH:7][C:8]([C:10]3[S:11][CH:12]=[C:13]([C:15]([OH:17])=O)[N:14]=3)=[CH:9][C:4]=2[CH2:3][CH2:2]1.[NH:18]1[C:22]([NH2:23])=[N:21][CH:20]=[N:19]1.F[P-](F)(F)(F)(F)F.[N:31]1(OC(N(C)C)=[N+](C)C)[C:35]2C=[CH:37][CH:38]=[CH:39][C:34]=2N=N1. The catalyst is N1C=CC=CC=1. The product is [O:1]1[C:5]2[CH:6]=[CH:7][C:8]([C:10]3[S:11][CH:12]=[C:13]([C:15]([NH:23][C:22]4[NH:18][N:19]=[C:20]([C:34]5[CH:35]=[N:31][CH:37]=[CH:38][CH:39]=5)[N:21]=4)=[O:17])[N:14]=3)=[CH:9][C:4]=2[CH2:3][CH2:2]1. The yield is 0.640. (6) The reactants are Cl[C:2]1[CH:11]=[CH:10][N:9]=[C:8]2[C:3]=1[C:4]1[CH:16]=[CH:15][CH:14]=[CH:13][C:5]=1[C:6](=[O:12])[NH:7]2.[NH2:17][C:18]1[CH:32]=[CH:31]C(NC(=O)C2C=CC=CC=2)=[CH:20][CH:19]=1.[CH:33]1(P(C2CCCCC2)C2C=CC=CC=2C2C(C(C)C)=CC(C(C)C)=CC=2C(C)C)CCCCC1.[CH3:67][C:68]([CH3:71])([O-])[CH3:69].[Na+]. The catalyst is O1CCOCC1.C([O-])(=O)C.[Pd+2].C([O-])(=O)C. The product is [C:68]([C:71]1[CH:31]=[CH:32][C:18]([NH:17][C:2]2[CH:11]=[CH:10][N:9]=[C:8]3[C:3]=2[C:4]2[CH:16]=[CH:15][CH:14]=[CH:13][C:5]=2[C:6](=[O:12])[NH:7]3)=[CH:19][CH:20]=1)([CH3:33])([CH3:69])[CH3:67]. The yield is 0.230. (7) The reactants are [C:1]([C:5]1[CH:36]=[CH:35][C:8]([C:9]([NH:11][C@@H:12]([CH2:20][C:21]2[CH:26]=[CH:25][C:24]([C:27]3[N:32]=[CH:31][C:30]([C:33]#[N:34])=[CH:29][N:28]=3)=[CH:23][CH:22]=2)[C:13]([O:15][C:16]([CH3:19])([CH3:18])[CH3:17])=[O:14])=[O:10])=[CH:7][CH:6]=1)([CH3:4])([CH3:3])[CH3:2].[NH4+].[Cl-].[N-:39]=[N+:40]=[N-:41].[Na+]. The catalyst is CN(C=O)C.CC(=O)OCC. The product is [N:34]1[NH:39][N:40]=[N:41][C:33]=1[C:30]1[CH:29]=[N:28][C:27]([C:24]2[CH:23]=[CH:22][C:21]([CH2:20][C@H:12]([NH:11][C:9](=[O:10])[C:8]3[CH:7]=[CH:6][C:5]([C:1]([CH3:2])([CH3:3])[CH3:4])=[CH:36][CH:35]=3)[C:13]([O:15][C:16]([CH3:19])([CH3:17])[CH3:18])=[O:14])=[CH:26][CH:25]=2)=[N:32][CH:31]=1. The yield is 0.120. (8) The reactants are [CH:1]1([N:6]2[CH2:11][CH2:10][N:9]([C:12]([C:14]3[CH:15]=[C:16]4[C:20](=[CH:21][CH:22]=3)[NH:19][C:18]([C:23]([N:25]3[CH2:30][CH2:29][C:28]([F:32])([F:31])[CH2:27][CH2:26]3)=[O:24])=[CH:17]4)=[O:13])[CH2:8][CH2:7]2)[CH2:5][CH2:4][CH2:3][CH2:2]1.[CH3:33][O:34][C:35]1[CH:36]=[C:37](B(O)O)[CH:38]=[CH:39][CH:40]=1.N1C=CC=CC=1. The catalyst is ClCCl.C([O-])(=O)C.[Cu+2].C([O-])(=O)C. The product is [CH:1]1([N:6]2[CH2:7][CH2:8][N:9]([C:12]([C:14]3[CH:15]=[C:16]4[C:20](=[CH:21][CH:22]=3)[N:19]([C:39]3[CH:38]=[CH:37][CH:36]=[C:35]([O:34][CH3:33])[CH:40]=3)[C:18]([C:23]([N:25]3[CH2:26][CH2:27][C:28]([F:31])([F:32])[CH2:29][CH2:30]3)=[O:24])=[CH:17]4)=[O:13])[CH2:10][CH2:11]2)[CH2:5][CH2:4][CH2:3][CH2:2]1. The yield is 0.730. (9) The catalyst is C(Cl)Cl. The product is [Br:1][C:2]1[CH:7]=[CH:6][C:5]([NH:8][C:9]([NH:30][C:29]2[CH:28]=[CH:27][C:26]([O:25][C:23]3[CH:22]=[CH:21][N:20]=[C:19]([C:17](=[O:18])[NH:16][CH3:15])[CH:24]=3)=[CH:32][CH:31]=2)=[O:10])=[CH:4][C:3]=1[C:11]([F:12])([F:13])[F:14]. The reactants are [Br:1][C:2]1[CH:7]=[CH:6][C:5]([N:8]=[C:9]=[O:10])=[CH:4][C:3]=1[C:11]([F:14])([F:13])[F:12].[CH3:15][NH:16][C:17]([C:19]1[CH:24]=[C:23]([O:25][C:26]2[CH:32]=[CH:31][C:29]([NH2:30])=[CH:28][CH:27]=2)[CH:22]=[CH:21][N:20]=1)=[O:18]. The yield is 0.900.